Dataset: Forward reaction prediction with 1.9M reactions from USPTO patents (1976-2016). Task: Predict the product of the given reaction. (1) Given the reactants [S:1]1[CH:5]=[CH:4][CH:3]=[C:2]1[C:6](Cl)=[O:7].[CH2:9]([N:16]1[C:25]2[C:20](=[CH:21][C:22]([Cl:26])=[CH:23][CH:24]=2)[C:19]([N:27]2[CH2:32][CH2:31][NH:30][CH2:29][CH2:28]2)=[C:18]([C:33]#[N:34])[C:17]1=[O:35])[C:10]1[CH:15]=[CH:14][CH:13]=[CH:12][CH:11]=1, predict the reaction product. The product is: [CH2:9]([N:16]1[C:25]2[C:20](=[CH:21][C:22]([Cl:26])=[CH:23][CH:24]=2)[C:19]([N:27]2[CH2:32][CH2:31][N:30]([C:6]([C:2]3[S:1][CH:5]=[CH:4][CH:3]=3)=[O:7])[CH2:29][CH2:28]2)=[C:18]([C:33]#[N:34])[C:17]1=[O:35])[C:10]1[CH:15]=[CH:14][CH:13]=[CH:12][CH:11]=1. (2) The product is: [F:36][C:32]1[C:24]2[N:25]([CH2:26][CH2:27][CH2:28][CH2:29][O:30][CH3:31])[C:21]([C:19]([N:14]([CH2:15][CH:16]([CH3:17])[CH3:18])[C@H:12]3[CH2:11][C@@H:10]([C:37]([N:40]4[CH2:45][CH2:44][O:43][CH2:42][CH2:41]4)=[O:38])[CH2:9][N:8]([C:6]([O:5][C:1]([CH3:3])([CH3:4])[CH3:2])=[O:7])[CH2:13]3)=[O:20])=[N:22][C:23]=2[CH:35]=[CH:34][CH:33]=1. Given the reactants [C:1]([O:5][C:6]([N:8]1[CH2:13][C@@H:12]([N:14]([C:19]([C:21]2[N:25]([CH2:26][CH2:27][CH2:28][CH2:29][O:30][CH3:31])[C:24]3[C:32]([F:36])=[CH:33][CH:34]=[CH:35][C:23]=3[N:22]=2)=[O:20])[CH2:15][CH:16]([CH3:18])[CH3:17])[CH2:11][C@@H:10]([C:37](O)=[O:38])[CH2:9]1)=[O:7])([CH3:4])([CH3:3])[CH3:2].[NH:40]1[CH2:45][CH2:44][O:43][CH2:42][CH2:41]1.C1C=CC2N(O)N=NC=2C=1.CCN=C=NCCCN(C)C.Cl, predict the reaction product.